Regression. Given a target protein amino acid sequence and a drug SMILES string, predict the binding affinity score between them. We predict pKi (pKi = -log10(Ki in M); higher means stronger inhibition). Dataset: bindingdb_ki. From a dataset of Drug-target binding data from BindingDB using Ki measurements. (1) The compound is CCc1ccc(Cn2c(=O)nc(NCCN)n(Cc3ccc(OC)cc3)c2=O)cc1. The target protein sequence is MAAQNGNTSFTPNFNPPQDHASSLSFNFSYGDYDLPMDEDEDMTKTRTFFAAKIVIGIALAGIMLVCGIGNFVFIAALTRYKKLRNLTNLLIANLAISDFLVAIICCPFEMDYYVVRQLSWEHGHVLCASVNYLRTVSLYVSTNALLAIAIDRYLAIVHPLKPRMNYQTASFLIALVWMVSILIAIPSAYFATETVLFIVKSQEKIFCGQIWPVDQQLYYKSYFLFIFGVEFVGPVVTMTLCYARISRELWFKAVPGFQTEQIRKRLRCRRKTVLVLMCILTAYVLCWAPFYGFTIVRDFFPTVFVKEKHYLTAFYVVECIAMSNSMINTVCFVTVKNNTMKYFKKMMLLHWRPSQRGSKSSADLDLRTNGVPTTEEVDCIRLK. The pKi is 4.6. (2) The small molecule is c1cncc(OC[C@@H]2CCN2)c1. The target protein sequence is MISMLRCIYLFLSVILITSYFVTPVMPCNCKAPETALCARRCQQHG. The pKi is 5.0. (3) The small molecule is CSCC[C@@H](NC(=O)[C@@H](N)Cc1ccc(O)cc1)C(=O)NCC(=O)N[C@@H](Cc1ccccc1)C(=O)N1CCC[C@H]1C(N)=O. The target protein sequence is MMENTGNISDLLYALSNPMVSNSSILCRNFSNSSGLVNMNSSVCDRTPELDKSSTPVIVAIIITALYSIVCVMGMGLVGNVLVMYVIIRYTKMKTATNIYIFNLALADSLATSTLPFQSVNYLMGTWPFGDELCKIVMSIDYYNMFTSIFTLTTMSVDRYIAVCHPVKALDFRTPRNAKIVNVCNWILSSAIGLPVMVMASTTSDLHSNGIIDCTLLFPHPSWYWENLLKICVFIFAFIMPVLIITVCYGLMILRLKSVRMLSGSKEKDRNLRRITRMVLVVVAVFIVCWTPIHIFVIIKALVTIPNSLLQTITWHFCIALGYTNSCLNPVLYAFLDENFKRCFREFCVPSPSVLDLQNSTRSRNPQRDGQSSGHTVDRTNQQV. The pKi is 6.6. (4) The compound is O=c1ccn([C@@H]2O[C@H](CO)[C@@H](OP(=O)(O)O)[C@H]2O)c(=O)[nH]1. The target protein (P00669) has sequence MALKSLVVLPLLVLVLLLVRVQPSLGKESAAAKFERQHMDSGNSPSSSSNYCNLMMCCRKMTQGKCKPVNTFVHESLADVKAVCSQKKVTCKNGQTNCYQSKSTMRITDCRETGSSKYPNCAYKTTQVEKHIIVACGGKPSVPVHFDASV. The pKi is 4.2. (5) The pKi is 9.3. The small molecule is CCC1(CCCCN2CCN(c3cccc(Cl)c3)CC2)C(=O)Nc2ccccc21. The target protein (P34969) has sequence MMDVNSSGRPDLYGHLRSFLLPEVGRGLPDLSPDGGADPVAGSWAPHLLSEVTASPAPTWDAPPDNASGCGEQINYGRVEKVVIGSILTLITLLTIAGNCLVVISVCFVKKLRQPSNYLIVSLALADLSVAVAVMPFVSVTDLIGGKWIFGHFFCNVFIAMDVMCCTASIMTLCVISIDRYLGITRPLTYPVRQNGKCMAKMILSVWLLSASITLPPLFGWAQNVNDDKVCLISQDFGYTIYSTAVAFYIPMSVMLFMYYQIYKAARKSAAKHKFPGFPRVEPDSVIALNGIVKLQKEVEECANLSRLLKHERKNISIFKREQKAATTLGIIVGAFTVCWLPFFLLSTARPFICGTSCSCIPLWVERTFLWLGYANSLINPFIYAFFNRDLRTTYRSLLQCQYRNINRKLSAAGMHEALKLAERPERPEFVLRACTRRVLLRPEKRPPVSVWVLQSPDHHNWLADKMLTTVEKKVMIHD. (6) The small molecule is NC(=O)c1csc([C@@H]2O[C@H](COP(=O)(O)OP(=O)(O)CC[C@H]3O[C@@H](n4cnc5c(N)ncnc54)[C@H](O)[C@@H]3O)[C@@H](O)[C@H]2O)n1. The target protein (P24547) has sequence MADYLISGGTSYVPDDGLTAQQLFNCGDGLTYNDFLILPGYIDFTADQVDLTSALTKKITLKTPLVSSPMDTVTEAGMAIAMALTGGIGFIHHNCTPEFQANEVRKVKKYEQGFITDPVVLSPKDRVRDVFEAKARHGFCGIPITDTGRMGSRLVGIISSRDIDFLKEEEHDRFLEEIMTKREDLVVAPAGVTLKEANEILQRSKKGKLPIVNENDELVAIIARTDLKKNRDYPLASKDAKKQLLCGAAIGTHEDDKYRLDLLALAGVDVVVLDSSQGNSIFQINMIKYIKEKYPSLQVIGGNVVTAAQAKNLIDAGVDALRVGMGSGSICITQEVLACGRPQATAVYKVSEYARRFGVPVIADGGIQNVGHIAKALALGASTVMMGSLLAATTEAPGEYFFSDGIRLKKYRGMGSLDAMDKHLSSQNRYFSEADKIKVAQGVSGAVQDKGSIHKFVPYLIAGIQHSCQDIGAKSLTQVRAMMYSGELKFEKRTSSAQVE.... The pKi is 4.8.